From a dataset of Forward reaction prediction with 1.9M reactions from USPTO patents (1976-2016). Predict the product of the given reaction. (1) Given the reactants [CH2:1]([O:3][C:4](=[O:17])[CH2:5][CH:6]1[CH2:9][N:8]([C:10]([O:12]C(C)(C)C)=O)[CH2:7]1)[CH3:2].O1CCOCC1.C(N(CC)[CH:28]([CH3:30])[CH3:29])(C)C.C1(C(Cl)=O)CC1, predict the reaction product. The product is: [CH2:1]([O:3][C:4](=[O:17])[CH2:5][CH:6]1[CH2:7][N:8]([C:10]([CH:28]2[CH2:30][CH2:29]2)=[O:12])[CH2:9]1)[CH3:2]. (2) The product is: [Cl:28][C:22]1[C:23]([Cl:27])=[CH:24][CH:25]=[CH:26][C:21]=1[S:18]([NH:17][C:11]1[C:10]([O:8][CH2:7][C:4]2[CH:5]=[CH:6][N:1]=[CH:2][CH:3]=2)=[N:15][C:14]([CH3:16])=[CH:13][N:12]=1)(=[O:19])=[O:20]. Given the reactants [N:1]1[CH:6]=[CH:5][C:4]([CH2:7][OH:8])=[CH:3][CH:2]=1.Br[C:10]1[C:11]([NH:17][S:18]([C:21]2[CH:26]=[CH:25][CH:24]=[C:23]([Cl:27])[C:22]=2[Cl:28])(=[O:20])=[O:19])=[N:12][CH:13]=[C:14]([CH3:16])[N:15]=1, predict the reaction product.